From a dataset of Full USPTO retrosynthesis dataset with 1.9M reactions from patents (1976-2016). Predict the reactants needed to synthesize the given product. (1) Given the product [CH2:1]([O:8][C:9](=[O:32])[NH:10][CH2:11][CH2:12][CH2:13][CH2:14][N:15]([CH2:17][C:18]1[CH:19]=[CH:20][C:21]([CH2:24][N:25]([CH2:26][C:27]2[NH:31][CH:30]=[CH:29][N:28]=2)[CH2:39][C:35]2[N:34]([CH3:33])[CH:38]=[CH:37][N:36]=2)=[CH:22][CH:23]=1)[CH3:16])[C:2]1[CH:7]=[CH:6][CH:5]=[CH:4][CH:3]=1, predict the reactants needed to synthesize it. The reactants are: [CH2:1]([O:8][C:9](=[O:32])[NH:10][CH2:11][CH2:12][CH2:13][CH2:14][N:15]([CH2:17][C:18]1[CH:23]=[CH:22][C:21]([CH2:24][NH:25][CH2:26][C:27]2[NH:28][CH:29]=[CH:30][N:31]=2)=[CH:20][CH:19]=1)[CH3:16])[C:2]1[CH:7]=[CH:6][CH:5]=[CH:4][CH:3]=1.[CH3:33][N:34]1[CH:38]=[CH:37][N:36]=[C:35]1[CH:39]=O.C([BH3-])#N.[Na+].C(O)(=O)C. (2) Given the product [CH3:25][C:26]1[CH:27]=[C:28]([NH:32][C:33]([N:15]2[CH2:16][CH2:17][N:12]([C:10]3[S:9][N:8]=[C:7]([C:1]4[CH:2]=[CH:3][CH:4]=[CH:5][CH:6]=4)[N:11]=3)[CH2:13][CH2:14]2)=[O:34])[CH:29]=[CH:30][CH:31]=1, predict the reactants needed to synthesize it. The reactants are: [C:1]1([C:7]2[N:11]=[C:10]([N:12]3[CH2:17][CH2:16][NH:15][CH2:14][CH2:13]3)[S:9][N:8]=2)[CH:6]=[CH:5][CH:4]=[CH:3][CH:2]=1.C(N(CC)CC)C.[CH3:25][C:26]1[CH:27]=[C:28]([N:32]=[C:33]=[O:34])[CH:29]=[CH:30][CH:31]=1. (3) Given the product [OH:4][C:5]1[CH:10]=[CH:9][C:8]([C:11]2[CH:20]=[CH:19][CH:18]=[C:17]3[C:12]=2[CH:13]=[CH:14][N:15]=[C:16]3[NH:21][C:22]2[CH:23]=[C:24]3[C:29](=[CH:30][CH:31]=2)[N:28]=[CH:27][CH:26]=[CH:25]3)=[CH:7][CH:6]=1, predict the reactants needed to synthesize it. The reactants are: COC[O:4][C:5]1[CH:10]=[CH:9][C:8]([C:11]2[CH:20]=[CH:19][CH:18]=[C:17]3[C:12]=2[CH:13]=[CH:14][N:15]=[C:16]3[NH:21][C:22]2[CH:23]=[C:24]3[C:29](=[CH:30][CH:31]=2)[N:28]=[CH:27][CH:26]=[CH:25]3)=[CH:7][CH:6]=1.Cl.CO. (4) Given the product [Cl:1][C:2]1[CH:3]=[CH:4][C:5]([N:8]2[C:12]([C:13]([F:16])([F:14])[F:15])=[C:11]([C:17]([OH:19])=[O:18])[N:10]=[CH:9]2)=[CH:6][CH:7]=1, predict the reactants needed to synthesize it. The reactants are: [Cl:1][C:2]1[CH:7]=[CH:6][C:5]([N:8]2[C:12]([C:13]([F:16])([F:15])[F:14])=[C:11]([C:17]([O:19]CC)=[O:18])[N:10]=[CH:9]2)=[CH:4][CH:3]=1.[OH-].[Na+]. (5) Given the product [F:20][C:21]1[CH:22]=[CH:23][C:24]([C:27]2[C:28]([C:33]([N:3]3[CH2:4][C@@H:5]4[C@@H:1]([CH2:6]4)[C@H:2]3[CH2:7][NH:8][C:9]([C:11]3[CH:12]=[CH:13][CH:14]=[C:15]4[O:19][CH:18]=[CH:17][C:16]=34)=[O:10])=[O:34])=[CH:29][CH:30]=[CH:31][CH:32]=2)=[CH:25][CH:26]=1, predict the reactants needed to synthesize it. The reactants are: [C@@H:1]12[CH2:6][C@@H:5]1[CH2:4][NH:3][C@@H:2]2[CH2:7][NH:8][C:9]([C:11]1[CH:12]=[CH:13][CH:14]=[C:15]2[O:19][CH:18]=[CH:17][C:16]=12)=[O:10].[F:20][C:21]1[CH:26]=[CH:25][C:24]([C:27]2[C:28]([C:33](O)=[O:34])=[CH:29][CH:30]=[CH:31][CH:32]=2)=[CH:23][CH:22]=1.